This data is from Reaction yield outcomes from USPTO patents with 853,638 reactions. The task is: Predict the reaction yield, written as a fraction of the theoretical maximum amount of product (1.0 means a 100% yield; for example, 0.34 means a 34% yield). The reactants are Br[C:2]1[CH:3]=[CH:4][C:5]([N:8]2[CH2:13][CH2:12][N:11]([C:14]([O:16][C:17]([CH3:20])([CH3:19])[CH3:18])=[O:15])[CH2:10][CH2:9]2)=[N:6][CH:7]=1.[F:21][C:22]1[CH:23]=[C:24]([N:37]2[CH2:41][C@H:40]([CH2:42][NH:43][C:44](=[O:46])[CH3:45])[O:39][C:38]2=[O:47])[CH:25]=[CH:26][C:27]=1B1OC(C)(C)C(C)(C)O1.CCO.C([O-])([O-])=O.[K+].[K+]. The catalyst is C1C=CC(P(C2C=CC=CC=2)[C-]2C=CC=C2)=CC=1.C1C=CC(P(C2C=CC=CC=2)[C-]2C=CC=C2)=CC=1.Cl[Pd]Cl.[Fe+2].C1(C)C=CC=CC=1. The product is [C:44]([NH:43][CH2:42][C@@H:40]1[O:39][C:38](=[O:47])[N:37]([C:24]2[CH:25]=[CH:26][C:27]([C:2]3[CH:3]=[CH:4][C:5]([N:8]4[CH2:13][CH2:12][N:11]([C:14]([O:16][C:17]([CH3:20])([CH3:19])[CH3:18])=[O:15])[CH2:10][CH2:9]4)=[N:6][CH:7]=3)=[C:22]([F:21])[CH:23]=2)[CH2:41]1)(=[O:46])[CH3:45]. The yield is 0.690.